Dataset: Peptide-MHC class I binding affinity with 185,985 pairs from IEDB/IMGT. Task: Regression. Given a peptide amino acid sequence and an MHC pseudo amino acid sequence, predict their binding affinity value. This is MHC class I binding data. (1) The peptide sequence is KMDIGVPLL. The MHC is HLA-A69:01 with pseudo-sequence HLA-A69:01. The binding affinity (normalized) is 0.0847. (2) The peptide sequence is AQNAISTTF. The MHC is HLA-A69:01 with pseudo-sequence HLA-A69:01. The binding affinity (normalized) is 0.0847. (3) The peptide sequence is FLLPILSQIYT. The MHC is HLA-B18:01 with pseudo-sequence HLA-B18:01. The binding affinity (normalized) is 0.0847.